The task is: Predict the reactants needed to synthesize the given product.. This data is from Full USPTO retrosynthesis dataset with 1.9M reactions from patents (1976-2016). (1) Given the product [C:1]([O:4][C@@H:5]1[C@H:9]([O:10][C:11](=[O:13])[CH3:12])[C@@H:8]([CH2:14][O:15][C:16](=[O:18])[CH3:17])[O:7][C@H:6]1[N:19]1[CH:27]=[N:26][C:25]2[C:20]1=[N:21][CH:22]=[N:23][C:24]=2[C:31]1[CH:32]=[CH:33][S:29][CH:30]=1)(=[O:3])[CH3:2], predict the reactants needed to synthesize it. The reactants are: [C:1]([O:4][C@@H:5]1[C@H:9]([O:10][C:11](=[O:13])[CH3:12])[C@@H:8]([CH2:14][O:15][C:16](=[O:18])[CH3:17])[O:7][C@H:6]1[N:19]1[CH:27]=[N:26][C:25]2[C:20]1=[N:21][CH:22]=[N:23][C:24]=2Cl)(=[O:3])[CH3:2].[S:29]1[CH:33]=[CH:32][C:31](B(O)O)=[CH:30]1.C(=O)([O-])[O-].[K+].[K+]. (2) Given the product [F:20][C:17]1[CH:18]=[CH:19][C:14]([O:13][NH:12][C:4]2[N:5]=[C:6]([NH:8][CH2:9][CH2:10][CH3:11])[N:7]=[C:2]([NH:24][CH2:21][C:22]#[CH:23])[N:3]=2)=[CH:15][CH:16]=1, predict the reactants needed to synthesize it. The reactants are: Cl[C:2]1[N:7]=[C:6]([NH:8][CH2:9][CH2:10][CH3:11])[N:5]=[C:4]([NH:12][O:13][C:14]2[CH:19]=[CH:18][C:17]([F:20])=[CH:16][CH:15]=2)[N:3]=1.[CH2:21]([NH2:24])[C:22]#[CH:23].O. (3) The reactants are: [F:1][C:2]([F:41])([F:40])[C:3]1[CH:4]=[C:5]([CH:33]=[C:34]([C:36]([F:39])([F:38])[F:37])[CH:35]=1)[CH2:6][N:7]([C:31]#[N:32])[C@H:8]1[CH2:14][CH2:13][CH2:12][N:11]([C:15]([O:17][C:18]([CH3:21])([CH3:20])[CH3:19])=[O:16])[C:10]2[CH:22]=[C:23]([C:27]([F:30])([F:29])[F:28])[C:24]([CH3:26])=[CH:25][C:9]1=2.Cl.C(N(CC)CC)C.[N-:50]=[N+:51]=[N-:52].[Na+]. Given the product [F:37][C:36]([F:39])([F:38])[C:34]1[CH:33]=[C:5]([CH:4]=[C:3]([C:2]([F:1])([F:40])[F:41])[CH:35]=1)[CH2:6][N:7]([C:31]1[N:50]=[N:51][NH:52][N:32]=1)[C@H:8]1[CH2:14][CH2:13][CH2:12][N:11]([C:15]([O:17][C:18]([CH3:20])([CH3:21])[CH3:19])=[O:16])[C:10]2[CH:22]=[C:23]([C:27]([F:28])([F:29])[F:30])[C:24]([CH3:26])=[CH:25][C:9]1=2, predict the reactants needed to synthesize it. (4) Given the product [CH:1]1([C:4]2[C:5]([N:13]3[CH2:18][CH2:17][N:16]([C:19]([C:21]4[CH:26]=[CH:25][C:24]([N:30]5[CH2:31][CH2:32][O:28][C:29]5=[O:33])=[CH:23][CH:22]=4)=[O:20])[CH2:15][CH2:14]3)=[N:6][CH:7]=[C:8]([CH:10]3[CH2:12][CH2:11]3)[CH:9]=2)[CH2:3][CH2:2]1, predict the reactants needed to synthesize it. The reactants are: [CH:1]1([C:4]2[C:5]([N:13]3[CH2:18][CH2:17][N:16]([C:19]([C:21]4[CH:26]=[CH:25][C:24](I)=[CH:23][CH:22]=4)=[O:20])[CH2:15][CH2:14]3)=[N:6][CH:7]=[C:8]([CH:10]3[CH2:12][CH2:11]3)[CH:9]=2)[CH2:3][CH2:2]1.[O:28]1[CH2:32][CH2:31][NH:30][C:29]1=[O:33]. (5) Given the product [CH2:1]([N:3]1[C:15]2[CH:14]=[CH:13][C:12]([C:16]3[N:20]([CH2:21][CH2:22][O:23][CH3:24])[C:19]4[CH:25]=[CH:26][C:27]([C:29]5[NH:36][C:41](=[O:45])[O:42][N:30]=5)=[CH:28][C:18]=4[N:17]=3)=[CH:11][C:10]=2[C:9]2[C:4]1=[CH:5][CH:6]=[CH:7][CH:8]=2)[CH3:2], predict the reactants needed to synthesize it. The reactants are: [CH2:1]([N:3]1[C:15]2[CH:14]=[CH:13][C:12]([C:16]3[N:20]([CH2:21][CH2:22][O:23][CH3:24])[C:19]4[CH:25]=[CH:26][C:27]([C:29]#[N:30])=[CH:28][C:18]=4[N:17]=3)=[CH:11][C:10]=2[C:9]2[C:4]1=[CH:5][CH:6]=[CH:7][CH:8]=2)[CH3:2].[Cl-].O[NH3+].C([N:36](CC)CC)C.[C:41](Cl)(=[O:45])[O:42]CC. (6) Given the product [Cl:8][C:9]1[CH:10]=[CH:11][C:12]([O:20][CH2:21][C:22]2[CH:27]=[CH:26][C:25]([Cl:28])=[CH:24][CH:23]=2)=[C:13]([C:14](=[N:15][O:16][CH3:17])[C:5]#[N:6])[CH:19]=1, predict the reactants needed to synthesize it. The reactants are: CS(C)=O.[C-:5]#[N:6].[Na+].[Cl:8][C:9]1[CH:10]=[CH:11][C:12]([O:20][CH2:21][C:22]2[CH:27]=[CH:26][C:25]([Cl:28])=[CH:24][CH:23]=2)=[C:13]([CH:19]=1)[C:14](Cl)=[N:15][O:16][CH3:17]. (7) Given the product [C:1]([O:5][C:6]([N:8]([CH3:41])[CH2:9][CH2:10][CH:11]1[CH2:17][C:16]2[CH:18]=[C:19]([O:22][CH3:23])[CH:20]=[CH:21][C:15]=2[C:14]2=[C:24]([CH:35]3[CH2:40][CH2:39][CH2:38][CH2:37][CH2:36]3)[C:25]3[CH:26]=[CH:27][C:28]([C:31]([OH:33])=[O:32])=[CH:29][C:30]=3[N:13]2[CH2:12]1)=[O:7])([CH3:4])([CH3:3])[CH3:2], predict the reactants needed to synthesize it. The reactants are: [C:1]([O:5][C:6]([N:8]([CH3:41])[CH2:9][CH2:10][CH:11]1[CH2:17][C:16]2[CH:18]=[C:19]([O:22][CH3:23])[CH:20]=[CH:21][C:15]=2[C:14]2=[C:24]([CH:35]3[CH2:40][CH2:39][CH2:38][CH2:37][CH2:36]3)[C:25]3[CH:26]=[CH:27][C:28]([C:31]([O:33]C)=[O:32])=[CH:29][C:30]=3[N:13]2[CH2:12]1)=[O:7])([CH3:4])([CH3:3])[CH3:2].[OH-].[K+].Cl. (8) Given the product [CH:1]([N:14]1[CH2:17][C:16]([CH3:19])([OH:18])[CH2:15]1)([C:8]1[CH:13]=[CH:12][CH:11]=[CH:10][CH:9]=1)[C:2]1[CH:3]=[CH:4][CH:5]=[CH:6][CH:7]=1, predict the reactants needed to synthesize it. The reactants are: [CH:1]([N:14]1[CH2:17][C:16](=[O:18])[CH2:15]1)([C:8]1[CH:13]=[CH:12][CH:11]=[CH:10][CH:9]=1)[C:2]1[CH:7]=[CH:6][CH:5]=[CH:4][CH:3]=1.[CH3:19][Mg]I.C(=O)([O-])O.[Na+]. (9) Given the product [CH3:26][C:9]1[NH:10][C:11](=[O:25])[C:12]([C:14]2[N:15]=[C:16]([C:19]3[CH:20]=[CH:21][N:22]=[CH:23][CH:24]=3)[S:17][CH:18]=2)=[CH:13][C:8]=1[C:6]([OH:7])=[O:5], predict the reactants needed to synthesize it. The reactants are: C([O:5][C:6]([C:8]1[CH:13]=[C:12]([C:14]2[N:15]=[C:16]([C:19]3[CH:24]=[CH:23][N:22]=[CH:21][CH:20]=3)[S:17][CH:18]=2)[C:11](=[O:25])[NH:10][C:9]=1[CH3:26])=[O:7])(C)(C)C.C(O)(C(F)(F)F)=O.C(Cl)Cl. (10) Given the product [Br:1][C:2]1[CH:14]=[CH:13][C:12]2[N:11]3[C:10]4[C:5]([C:4]=2[CH:3]=1)=[CH:6][CH:7]=[CH:8][C:9]=4[NH:21][C:16]1[C:15]3=[CH:20][CH:19]=[CH:18][CH:17]=1, predict the reactants needed to synthesize it. The reactants are: [Br:1][C:2]1[CH:3]=[C:4]2[C:12](=[CH:13][CH:14]=1)[N:11]([C:15]1[CH:20]=[CH:19][CH:18]=[CH:17][C:16]=1[NH2:21])[C:10]1[C:9](F)=[CH:8][CH:7]=[CH:6][C:5]2=1.[H-].[Na+].